Dataset: Reaction yield outcomes from USPTO patents with 853,638 reactions. Task: Predict the reaction yield, written as a fraction of the theoretical maximum amount of product (1.0 means a 100% yield; for example, 0.34 means a 34% yield). The reactants are [CH3:1][C:2]1[C:6]2[NH:7][C:8](=O)[O:9][C:10](=[O:11])[C:5]=2[S:4][CH:3]=1.[F:13][C:14]([F:25])([F:24])[C:15]1[CH:23]=[CH:22][C:18](C(Cl)=O)=[CH:17][CH:16]=1.Cl. The catalyst is CN(C)C1C=CN=CC=1.O1CCOCC1. The product is [CH3:1][C:2]1[C:6]2[N:7]=[C:8]([C:18]3[CH:22]=[CH:23][C:15]([C:14]([F:25])([F:24])[F:13])=[CH:16][CH:17]=3)[O:9][C:10](=[O:11])[C:5]=2[S:4][CH:3]=1. The yield is 0.917.